Dataset: Full USPTO retrosynthesis dataset with 1.9M reactions from patents (1976-2016). Task: Predict the reactants needed to synthesize the given product. (1) Given the product [Cl:23][C:14]1[CH:15]=[CH:16][C:17]([C:19]([F:20])([F:21])[F:22])=[CH:18][C:13]=1[C:12]([NH:11][C@H:8]1[CH2:9][CH2:10][C@H:5]([CH2:3][OH:2])[CH2:6][CH2:7]1)=[O:24], predict the reactants needed to synthesize it. The reactants are: C[O:2][C:3]([C@H:5]1[CH2:10][CH2:9][C@H:8]([NH:11][C:12](=[O:24])[C:13]2[CH:18]=[C:17]([C:19]([F:22])([F:21])[F:20])[CH:16]=[CH:15][C:14]=2[Cl:23])[CH2:7][CH2:6]1)=O.[H-].[Al+3].[Li+].[H-].[H-].[H-].CCOCC. (2) Given the product [CH2:1]([O:3][C:4]1[CH:5]=[C:6]([C:13]([O:22][CH3:23])([O:20][CH3:21])[CH2:14][CH2:15][C:16]([O-:18])=[O:17])[CH:7]=[CH:8][C:9]=1[O:10][CH2:11][CH3:12])[CH3:2].[K+:25], predict the reactants needed to synthesize it. The reactants are: [CH2:1]([O:3][C:4]1[CH:5]=[C:6]([C:13]([O:22][CH3:23])([O:20][CH3:21])[CH2:14][CH2:15][C:16]([O:18]C)=[O:17])[CH:7]=[CH:8][C:9]=1[O:10][CH2:11][CH3:12])[CH3:2].[OH-].[K+:25]. (3) Given the product [NH2:3][C:4]1[C:9]([N+:10]([O-:12])=[O:11])=[CH:8][CH:7]=[CH:6][C:5]=1[O:13][CH3:15], predict the reactants needed to synthesize it. The reactants are: [OH-].[Na+].[NH2:3][C:4]1[C:9]([N+:10]([O-:12])=[O:11])=[CH:8][CH:7]=[CH:6][C:5]=1[OH:13].I[CH3:15]. (4) Given the product [Si:9]([O:16][CH2:17][C@H:18]1[CH:22]=[CH:21][C:20](=[O:23])[N:19]1[C:24]([O:26][C:27]([CH3:30])([CH3:29])[CH3:28])=[O:25])([C:12]([CH3:15])([CH3:14])[CH3:13])([CH3:11])[CH3:10], predict the reactants needed to synthesize it. The reactants are: C([N-]C(C)C)(C)C.[Li+].[Si:9]([O:16][CH2:17][C@H:18]1[CH2:22][CH2:21][C:20](=[O:23])[N:19]1[C:24]([O:26][C:27]([CH3:30])([CH3:29])[CH3:28])=[O:25])([C:12]([CH3:15])([CH3:14])[CH3:13])([CH3:11])[CH3:10].C1([Se]Cl)C=CC=CC=1.[Cl-].[NH4+]. (5) Given the product [C:51]([C:46]1[CH:47]=[C:48]2[C:43](=[C:44]([F:55])[CH:45]=1)[C:42](=[O:56])[N:41]([C:27]1[CH:28]=[CH:29][CH:30]=[C:31]([C:2]3[CH:3]=[C:4]([NH:10][C:11]4[CH:16]=[CH:15][C:14]([S:17]([CH3:20])(=[O:19])=[O:18])=[CH:13][N:12]=4)[C:5](=[O:9])[N:6]([CH3:8])[N:7]=3)[C:26]=1[CH2:25][OH:24])[N:50]=[CH:49]2)([CH3:54])([CH3:52])[CH3:53], predict the reactants needed to synthesize it. The reactants are: Cl[C:2]1[CH:3]=[C:4]([NH:10][C:11]2[CH:16]=[CH:15][C:14]([S:17]([CH3:20])(=[O:19])=[O:18])=[CH:13][N:12]=2)[C:5](=[O:9])[N:6]([CH3:8])[N:7]=1.C([O:24][CH2:25][C:26]1[C:31](B2OC(C)(C)C(C)(C)O2)=[CH:30][CH:29]=[CH:28][C:27]=1[N:41]1[N:50]=[CH:49][C:48]2[C:43](=[C:44]([F:55])[CH:45]=[C:46]([C:51]([CH3:54])([CH3:53])[CH3:52])[CH:47]=2)[C:42]1=[O:56])(=O)C.C(=O)([O-])[O-].[Cs+].[Cs+].[OH-].[Na+]. (6) Given the product [CH3:23][C:21]([O:20][CH2:19][C:18]1[C:10]2=[CH:9][CH:8]=[C:12]([CH:13]=[O:14])[C:11]2=[CH:15][O:16][CH:17]=1)=[O:22], predict the reactants needed to synthesize it. The reactants are: CC(CC(O[C@@H:8]1[C@@:12]2([O:14][CH2:13]2)[C@H:11]2[C@H:15](OC(CC(C)C)=O)[O:16][CH:17]=[C:18]([CH2:19][O:20][C:21]([CH3:23])=[O:22])[C:10]2=[CH:9]1)=O)C. (7) Given the product [O:1]=[C:2]1[CH:6]([C:7]([O:9][CH2:21][CH3:22])=[O:8])[CH:5]([C:10]2[CH:15]=[CH:14][CH:13]=[CH:12][CH:11]=2)[CH2:4][NH:3]1, predict the reactants needed to synthesize it. The reactants are: [O:1]=[C:2]1[CH:6]([C:7]([OH:9])=[O:8])[CH:5]([C:10]2[CH:15]=[CH:14][CH:13]=[CH:12][CH:11]=2)[CH2:4][NH:3]1.OS(O)(=O)=O.[CH3:21][CH2:22]OC(C)=O.